From a dataset of Full USPTO retrosynthesis dataset with 1.9M reactions from patents (1976-2016). Predict the reactants needed to synthesize the given product. (1) Given the product [C:1]([C:5]1[CH:6]=[C:7]([NH:13][C:14]([NH:16][CH2:17][C:18]2[CH:19]=[CH:20][C:21]([C:24]3[N:28]4[CH:29]=[CH:30][C:31]([C:33]5[CH:34]=[CH:35][C:36]([S:39]([CH3:42])(=[O:40])=[O:41])=[CH:37][CH:38]=5)=[CH:32][C:27]4=[N:26][CH:25]=3)=[CH:22][CH:23]=2)=[O:15])[N:8]([CH2:10][CH2:11][O:12][S:51]([CH3:50])(=[O:53])=[O:52])[N:9]=1)([CH3:4])([CH3:2])[CH3:3], predict the reactants needed to synthesize it. The reactants are: [C:1]([C:5]1[CH:6]=[C:7]([NH:13][C:14]([NH:16][CH2:17][C:18]2[CH:23]=[CH:22][C:21]([C:24]3[N:28]4[CH:29]=[CH:30][C:31]([C:33]5[CH:38]=[CH:37][C:36]([S:39]([CH3:42])(=[O:41])=[O:40])=[CH:35][CH:34]=5)=[CH:32][C:27]4=[N:26][CH:25]=3)=[CH:20][CH:19]=2)=[O:15])[N:8]([CH2:10][CH2:11][OH:12])[N:9]=1)([CH3:4])([CH3:3])[CH3:2].C(N(CC)CC)C.[CH3:50][S:51](Cl)(=[O:53])=[O:52]. (2) The reactants are: [OH:1][C@@H:2]1[CH2:5][C@H:4]([NH:6][C:7](=[O:13])[O:8][C:9]([CH3:12])([CH3:11])[CH3:10])[CH2:3]1.C[C:15]([Si:18](Cl)([CH3:20])[CH3:19])([CH3:17])[CH3:16].[CH3:22]COC(C)=O. Given the product [CH3:17][C:15]([Si:18]([CH3:19])([CH3:20])[CH3:22])([O:1][C@@H:2]1[CH2:3][C@H:4]([NH:6][C:7](=[O:13])[O:8][C:9]([CH3:10])([CH3:12])[CH3:11])[CH2:5]1)[CH3:16], predict the reactants needed to synthesize it. (3) Given the product [CH2:12]([C:11]1[CH:10]=[C:9]2[C:5]([CH:6]=[N:7][N:8]2[CH2:14][CH2:15][CH2:16][C:17]([O:19][CH2:20][CH3:21])=[O:18])=[CH:4][C:3]=1[C:1]([NH:23][OH:24])=[NH:2])[CH3:13], predict the reactants needed to synthesize it. The reactants are: [C:1]([C:3]1[CH:4]=[C:5]2[C:9](=[CH:10][C:11]=1[CH2:12][CH3:13])[N:8]([CH2:14][CH2:15][CH2:16][C:17]([O:19][CH2:20][CH3:21])=[O:18])[N:7]=[CH:6]2)#[N:2].Cl.[NH2:23][OH:24].C(=O)(O)[O-].[Na+]. (4) Given the product [C:1]([C:5]1[CH:6]=[CH:7][C:8]([CH3:20])=[C:9]([CH:19]=1)[O:10][C:11]1[O:12][CH:13]=[C:14]([C:16]([NH:21][C:22]2[C:27]([O:28][CH3:29])=[N:26][C:25]([NH:30][CH2:31][CH2:32][N:33]([CH3:41])[C:34](=[O:40])[O:35][C:36]([CH3:37])([CH3:38])[CH3:39])=[N:24][C:23]=2[O:42][CH3:43])=[O:18])[N:15]=1)([CH3:2])([CH3:3])[CH3:4], predict the reactants needed to synthesize it. The reactants are: [C:1]([C:5]1[CH:6]=[CH:7][C:8]([CH3:20])=[C:9]([CH:19]=1)[O:10][C:11]1[O:12][CH:13]=[C:14]([C:16]([OH:18])=O)[N:15]=1)([CH3:4])([CH3:3])[CH3:2].[NH2:21][C:22]1[C:23]([O:42][CH3:43])=[N:24][C:25]([NH:30][CH2:31][CH2:32][N:33]([CH3:41])[C:34](=[O:40])[O:35][C:36]([CH3:39])([CH3:38])[CH3:37])=[N:26][C:27]=1[O:28][CH3:29].C(N(CC)CC)C.CN(C(ON1N=NC2C=CC=NC1=2)=[N+](C)C)C.F[P-](F)(F)(F)(F)F. (5) Given the product [F:18][C:15]1[CH:16]=[CH:17][C:12]([C:8]2[C:9]3[C:4](=[CH:3][C:2]([S:27][C:23]4[CH:24]=[CH:25][CH:26]=[C:21]([F:20])[CH:22]=4)=[CH:11][CH:10]=3)[CH:5]=[N:6][N:7]=2)=[C:13]([CH3:19])[CH:14]=1, predict the reactants needed to synthesize it. The reactants are: Cl[C:2]1[CH:3]=[C:4]2[C:9](=[CH:10][CH:11]=1)[C:8]([C:12]1[CH:17]=[CH:16][C:15]([F:18])=[CH:14][C:13]=1[CH3:19])=[N:7][N:6]=[CH:5]2.[F:20][C:21]1[CH:22]=[C:23]([SH:27])[CH:24]=[CH:25][CH:26]=1. (6) Given the product [CH2:33]([O:29][C@@H:11]1[C@@H:10]([CH2:9][O:8][Si:1]([C:4]([CH3:7])([CH3:5])[CH3:6])([CH3:3])[CH3:2])[O:18][C@H:17]2[C@H:13]([N:14]=[C:15]([N:19]([CH3:27])[C:20](=[O:26])[O:21][C:22]([CH3:23])([CH3:25])[CH3:24])[S:16]2)[C@H:12]1[O:28][CH2:33][C:34]1[CH:39]=[CH:38][CH:37]=[CH:36][CH:35]=1)[C:34]1[CH:39]=[CH:38][CH:37]=[CH:36][CH:35]=1, predict the reactants needed to synthesize it. The reactants are: [Si:1]([O:8][CH2:9][C@H:10]1[O:18][C@H:17]2[C@H:13]([N:14]=[C:15]([N:19]([CH3:27])[C:20](=[O:26])[O:21][C:22]([CH3:25])([CH3:24])[CH3:23])[S:16]2)[C@@H:12]([OH:28])[C@@H:11]1[OH:29])([C:4]([CH3:7])([CH3:6])[CH3:5])([CH3:3])[CH3:2].[H-].[Na+].Br[CH2:33][C:34]1[CH:39]=[CH:38][CH:37]=[CH:36][CH:35]=1. (7) Given the product [Cl:8][C:7]1[CH:6]=[C:5]([N:9]2[C:18]3[C:13](=[CH:14][C:15]([S:19]([NH:22][C:23]4[CH:27]=[CH:26][O:25][N:24]=4)(=[O:20])=[O:21])=[CH:16][CH:17]=3)[CH:12]=[CH:11][C:10]2=[O:28])[C:4]([O:29][CH3:30])=[CH:3][C:2]=1[C:35]1[CH:36]=[CH:37][C:32]([Cl:31])=[C:33]([CH3:41])[CH:34]=1, predict the reactants needed to synthesize it. The reactants are: Br[C:2]1[C:7]([Cl:8])=[CH:6][C:5]([N:9]2[C:18]3[C:13](=[CH:14][C:15]([S:19]([NH:22][C:23]4[CH:27]=[CH:26][O:25][N:24]=4)(=[O:21])=[O:20])=[CH:16][CH:17]=3)[CH:12]=[CH:11][C:10]2=[O:28])=[C:4]([O:29][CH3:30])[CH:3]=1.[Cl:31][C:32]1[CH:37]=[CH:36][C:35](B(O)O)=[CH:34][C:33]=1[CH3:41].C(=O)([O-])[O-].[K+].[K+].